From a dataset of NCI-60 drug combinations with 297,098 pairs across 59 cell lines. Regression. Given two drug SMILES strings and cell line genomic features, predict the synergy score measuring deviation from expected non-interaction effect. (1) Drug 1: CC=C1C(=O)NC(C(=O)OC2CC(=O)NC(C(=O)NC(CSSCCC=C2)C(=O)N1)C(C)C)C(C)C. Drug 2: C#CCC(CC1=CN=C2C(=N1)C(=NC(=N2)N)N)C3=CC=C(C=C3)C(=O)NC(CCC(=O)O)C(=O)O. Cell line: SW-620. Synergy scores: CSS=57.6, Synergy_ZIP=-4.65, Synergy_Bliss=-4.58, Synergy_Loewe=-9.96, Synergy_HSA=0.597. (2) Drug 1: CC1C(C(CC(O1)OC2CC(CC3=C2C(=C4C(=C3O)C(=O)C5=C(C4=O)C(=CC=C5)OC)O)(C(=O)CO)O)N)O.Cl. Drug 2: C1=NNC2=C1C(=O)NC=N2. Cell line: SF-268. Synergy scores: CSS=-0.198, Synergy_ZIP=-1.74, Synergy_Bliss=-4.28, Synergy_Loewe=-4.25, Synergy_HSA=-3.89. (3) Cell line: SK-OV-3. Synergy scores: CSS=52.6, Synergy_ZIP=-2.24, Synergy_Bliss=-3.29, Synergy_Loewe=-13.4, Synergy_HSA=-1.83. Drug 2: CCN(CC)CCNC(=O)C1=C(NC(=C1C)C=C2C3=C(C=CC(=C3)F)NC2=O)C. Drug 1: C1=CC(=C2C(=C1NCCNCCO)C(=O)C3=C(C=CC(=C3C2=O)O)O)NCCNCCO. (4) Synergy scores: CSS=23.2, Synergy_ZIP=0.296, Synergy_Bliss=2.20, Synergy_Loewe=-5.52, Synergy_HSA=0.659. Drug 1: CN1CCC(CC1)COC2=C(C=C3C(=C2)N=CN=C3NC4=C(C=C(C=C4)Br)F)OC. Cell line: MDA-MB-435. Drug 2: CC12CCC3C(C1CCC2=O)CC(=C)C4=CC(=O)C=CC34C. (5) Drug 1: CCC1(CC2CC(C3=C(CCN(C2)C1)C4=CC=CC=C4N3)(C5=C(C=C6C(=C5)C78CCN9C7C(C=CC9)(C(C(C8N6C=O)(C(=O)OC)O)OC(=O)C)CC)OC)C(=O)OC)O.OS(=O)(=O)O. Drug 2: C1=NC2=C(N1)C(=S)N=CN2. Cell line: HS 578T. Synergy scores: CSS=38.8, Synergy_ZIP=-9.85, Synergy_Bliss=-3.07, Synergy_Loewe=-4.67, Synergy_HSA=-0.0870. (6) Drug 1: CN1C(=O)N2C=NC(=C2N=N1)C(=O)N. Drug 2: COC1=C2C(=CC3=C1OC=C3)C=CC(=O)O2. Cell line: NCI-H522. Synergy scores: CSS=0.0835, Synergy_ZIP=-0.734, Synergy_Bliss=-1.96, Synergy_Loewe=-2.70, Synergy_HSA=-2.24. (7) Drug 1: C1=NC(=NC(=O)N1C2C(C(C(O2)CO)O)O)N. Drug 2: C(CN)CNCCSP(=O)(O)O. Cell line: HOP-62. Synergy scores: CSS=35.5, Synergy_ZIP=-9.85, Synergy_Bliss=-6.19, Synergy_Loewe=-29.6, Synergy_HSA=-4.00.